Dataset: Full USPTO retrosynthesis dataset with 1.9M reactions from patents (1976-2016). Task: Predict the reactants needed to synthesize the given product. Given the product [C:22]1([C:2]2[C:3]([CH:8]3[CH2:11][N:10]([C:12]4[CH:21]=[CH:20][C:19]5[C:14](=[CH:15][CH:16]=[CH:17][CH:18]=5)[N:13]=4)[CH2:9]3)=[N:4][CH:5]=[CH:6][N:7]=2)[CH:27]=[CH:26][CH:25]=[CH:24][CH:23]=1, predict the reactants needed to synthesize it. The reactants are: Cl[C:2]1[C:3]([CH:8]2[CH2:11][N:10]([C:12]3[CH:21]=[CH:20][C:19]4[C:14](=[CH:15][CH:16]=[CH:17][CH:18]=4)[N:13]=3)[CH2:9]2)=[N:4][CH:5]=[CH:6][N:7]=1.[C:22]1(B(O)O)[CH:27]=[CH:26][CH:25]=[CH:24][CH:23]=1.P([O-])([O-])([O-])=O.[K+].[K+].[K+].O.